Dataset: Catalyst prediction with 721,799 reactions and 888 catalyst types from USPTO. Task: Predict which catalyst facilitates the given reaction. (1) Reactant: [F:1][C:2]1[CH:11]=[CH:10][C:5]([C:6](=O)[CH2:7]Cl)=[CH:4][CH:3]=1.CO.Cl.[CH3:15][O:16][NH2:17].[Br-:18].[Li+]. Product: [CH3:15][O:16][N:17]=[C:6]([C:5]1[CH:10]=[CH:11][C:2]([F:1])=[CH:3][CH:4]=1)[CH2:7][Br:18]. The catalyst class is: 21. (2) Reactant: Br[C:2]1NC=CN=1.C1(S([N:16]2[C:24]3[C:19](=[CH:20][CH:21]=[CH:22][CH:23]=3)[C:18](B(O)O)=N2)(=O)=O)C=CC=CC=1.P([O-])([O-])(O)=O.[Na+].[Na+]. Product: [NH:16]1[C:24]2[C:19](=[CH:20][CH:21]=[CH:22][CH:23]=2)[CH:18]=[CH:2]1. The catalyst class is: 38. (3) Product: [F:22][C:2]([F:1])([F:21])[C:3]1([CH2:8][N:10]2[CH2:11][CH2:12][CH:13]([CH2:16][OH:17])[CH2:14][CH2:15]2)[CH2:4][CH2:5][CH2:6][CH2:7]1. The catalyst class is: 1. Reactant: [F:1][C:2]([F:22])([F:21])[C:3]1([C:8]([N:10]2[CH2:15][CH2:14][CH:13]([C:16](OCC)=[O:17])[CH2:12][CH2:11]2)=O)[CH2:7][CH2:6][CH2:5][CH2:4]1.[H-].[H-].[H-].[H-].[Li+].[Al+3]. (4) Reactant: [CH3:1][O:2][C:3]1[CH:8]=[C:7]([N+:9]([O-:11])=[O:10])[C:6]([O:12][CH3:13])=[CH:5][C:4]=1[CH2:14][CH2:15][NH2:16].[CH3:17][O:18][C:19]1[CH:26]=[CH:25][CH:24]=[CH:23][C:20]=1[CH:21]=O.C(O[BH-](OC(=O)C)OC(=O)C)(=O)C.[Na+].O. Product: [CH3:17][O:18][C:19]1[CH:26]=[CH:25][CH:24]=[CH:23][C:20]=1[CH2:21][NH:16][CH2:15][CH2:14][C:4]1[CH:5]=[C:6]([O:12][CH3:13])[C:7]([N+:9]([O-:11])=[O:10])=[CH:8][C:3]=1[O:2][CH3:1]. The catalyst class is: 26. (5) Reactant: C1C=CN=CC=1.F.[Si:8]([O:15][C@@H:16]([CH2:42][C@H:43]([O:71][Si:72]([C:75]([CH3:78])([CH3:77])[CH3:76])([CH3:74])[CH3:73])/[CH:44]=[CH:45]\[C@H:46]([CH3:70])[C@H:47]([O:62][Si:63]([C:66]([CH3:69])([CH3:68])[CH3:67])([CH3:65])[CH3:64])[C@H:48]([CH3:61])[CH2:49][C@@H:50]([CH3:60])[CH2:51][O:52][Si](C(C)(C)C)(C)C)[C@@H:17]([CH3:41])/[CH:18]=[CH:19]/[CH2:20][O:21][C:22]([C:35]1[CH:40]=[CH:39][CH:38]=[CH:37][CH:36]=1)([C:29]1[CH:34]=[CH:33][CH:32]=[CH:31][CH:30]=1)[C:23]1[CH:28]=[CH:27][CH:26]=[CH:25][CH:24]=1)([C:11]([CH3:14])([CH3:13])[CH3:12])([CH3:10])[CH3:9]. Product: [Si:63]([O:62][C@@H:47]([C@@H:46]([CH3:70])/[CH:45]=[CH:44]\[C@@H:43]([O:71][Si:72]([C:75]([CH3:78])([CH3:76])[CH3:77])([CH3:74])[CH3:73])[CH2:42][C@H:16]([O:15][Si:8]([C:11]([CH3:14])([CH3:13])[CH3:12])([CH3:10])[CH3:9])[C@@H:17]([CH3:41])/[CH:18]=[CH:19]/[CH2:20][O:21][C:22]([C:29]1[CH:30]=[CH:31][CH:32]=[CH:33][CH:34]=1)([C:23]1[CH:24]=[CH:25][CH:26]=[CH:27][CH:28]=1)[C:35]1[CH:40]=[CH:39][CH:38]=[CH:37][CH:36]=1)[C@H:48]([CH3:61])[CH2:49][C@@H:50]([CH3:60])[CH2:51][OH:52])([C:66]([CH3:69])([CH3:67])[CH3:68])([CH3:65])[CH3:64]. The catalyst class is: 877. (6) Reactant: [C:1]([O:5][C:6]([CH2:8][C:9]1[C:10]([CH3:29])=[N:11][C:12]2[N:13]([CH:23]=[C:24](C(O)=O)[N:25]=2)[C:14]=1[C:15]1[CH:20]=[CH:19][C:18]([Cl:21])=[CH:17][C:16]=1[Cl:22])=[O:7])([CH3:4])([CH3:3])[CH3:2].C1C=CC(P(N=[N+]=[N-])(C2C=CC=CC=2)=[O:37])=CC=1.[Si:47]([CH2:51][CH2:52][OH:53])([CH3:50])([CH3:49])[CH3:48].CC[N:56]([CH2:59]C)CC. Product: [C:1]([O:5][C:6]([CH2:8][C:9]1[C:10]([CH3:29])=[N:11][C:12]2[N:13]([CH:23]=[C:24]([NH:56][C:59]([O:53][CH2:52][CH2:51][Si:47]([CH3:50])([CH3:49])[CH3:48])=[O:37])[N:25]=2)[C:14]=1[C:15]1[CH:20]=[CH:19][C:18]([Cl:21])=[CH:17][C:16]=1[Cl:22])=[O:7])([CH3:3])([CH3:4])[CH3:2]. The catalyst class is: 11.